From a dataset of Catalyst prediction with 721,799 reactions and 888 catalyst types from USPTO. Predict which catalyst facilitates the given reaction. (1) Reactant: CS[C:3]1[NH:4][C:5](=[O:14])[C:6]([C:9]([O:11][CH2:12][CH3:13])=[O:10])=[CH:7][N:8]=1.[N:15]1([C:21]2[CH:27]=[CH:26][C:24]([NH2:25])=[CH:23][CH:22]=2)[CH2:20][CH2:19][CH2:18][CH2:17][CH2:16]1. Product: [O:14]=[C:5]1[NH:4][C:3]([NH:25][C:24]2[CH:23]=[CH:22][C:21]([N:15]3[CH2:20][CH2:19][CH2:18][CH2:17][CH2:16]3)=[CH:27][CH:26]=2)=[N:8][CH:7]=[C:6]1[C:9]([O:11][CH2:12][CH3:13])=[O:10]. The catalyst class is: 8. (2) Reactant: [CH2:1]([O:3][CH2:4][C:5]1([C:10]([O:12]C)=O)[CH2:9][CH2:8][CH2:7][CH2:6]1)[CH3:2].[H-].[Na+].[C:16](#[N:18])[CH3:17]. Product: [CH2:1]([O:3][CH2:4][C:5]1([C:10](=[O:12])[CH2:17][C:16]#[N:18])[CH2:6][CH2:7][CH2:8][CH2:9]1)[CH3:2]. The catalyst class is: 1. (3) Reactant: [CH3:1][O:2][C:3]1[C:8]([N+:9]([O-])=O)=[CH:7][CH:6]=[C:5]([S:12]([CH3:15])(=[O:14])=[O:13])[N:4]=1.[H][H]. Product: [CH3:1][O:2][C:3]1[C:8]([NH2:9])=[CH:7][CH:6]=[C:5]([S:12]([CH3:15])(=[O:14])=[O:13])[N:4]=1. The catalyst class is: 591. (4) Reactant: [NH2:1]/[C:2](/[CH3:8])=[CH:3]\[C:4]([O:6][CH3:7])=[O:5].[Br:9][C:10]1[CH:11]=[C:12]([CH:15]=[CH:16][C:17]=1[F:18])[CH:13]=O.[CH2:19]([N:26]1[CH2:31][C:30](=O)[CH2:29][C:28](=[O:33])[CH2:27]1)[C:20]1[CH:25]=[CH:24][CH:23]=[CH:22][CH:21]=1. Product: [CH2:19]([N:26]1[CH2:31][C:30]2[NH:1][C:2]([CH3:8])=[C:3]([C:4]([O:6][CH3:7])=[O:5])[CH:13]([C:12]3[CH:15]=[CH:16][C:17]([F:18])=[C:10]([Br:9])[CH:11]=3)[C:29]=2[C:28](=[O:33])[CH2:27]1)[C:20]1[CH:21]=[CH:22][CH:23]=[CH:24][CH:25]=1. The catalyst class is: 8. (5) Reactant: [H-].[Na+].[OH:3][CH:4]([C:22]1[CH:30]=[C:29]([O:31][CH3:32])[C:25]2[O:26][CH2:27][O:28][C:24]=2[CH:23]=1)[C:5]1[CH:10]=[CH:9][CH:8]=[CH:7][C:6]=1[S:11]([NH:14][C:15]1[CH:20]=[CH:19][CH:18]=[CH:17][C:16]=1[CH3:21])(=[O:13])=[O:12].Br[CH2:34][C:35]([O:37][CH3:38])=[O:36]. Product: [CH3:38][O:37][C:35](=[O:36])[CH2:34][N:14]([S:11]([C:6]1[CH:7]=[CH:8][CH:9]=[CH:10][C:5]=1[CH:4]([OH:3])[C:22]1[CH:30]=[C:29]([O:31][CH3:32])[C:25]2[O:26][CH2:27][O:28][C:24]=2[CH:23]=1)(=[O:12])=[O:13])[C:15]1[CH:20]=[CH:19][CH:18]=[CH:17][C:16]=1[CH3:21]. The catalyst class is: 7. (6) Reactant: [CH3:1][C:2]1([CH3:17])[C:10]2[C:5](=[CH:6][C:7]([C:11](=O)[CH3:12])=[CH:8][CH:9]=2)[C:4]([CH3:15])([CH3:14])[CH:3]1[CH3:16].[C:18](O)(=O)C.[CH:22]([NH2:24])=[NH:23]. Product: [CH3:1][C:2]1([CH3:17])[C:10]2[C:5](=[CH:6][C:7]([C:11]3[CH:12]=[CH:18][N:24]=[CH:22][N:23]=3)=[CH:8][CH:9]=2)[C:4]([CH3:15])([CH3:14])[CH:3]1[CH3:16]. The catalyst class is: 51. (7) Reactant: [NH2:1][C:2]1[CH:23]=[CH:22][C:5]([O:6][C:7]2[CH:8]=[CH:9][C:10]3[N:11]([CH:13]=[C:14]([NH:16][C:17]([CH:19]4[CH2:21][CH2:20]4)=[O:18])[N:15]=3)[CH:12]=2)=[C:4]([CH3:24])[CH:3]=1.[F:25][C:26]1[CH:31]=[CH:30][C:29]([N:32]2[C:37]([CH3:38])=[CH:36][CH:35]=[C:34]([C:39](O)=[O:40])[C:33]2=[O:42])=[CH:28][CH:27]=1.C(N(CC)C(C)C)(C)C.CN(C(ON1N=NC2C=CC=NC1=2)=[N+](C)C)C.F[P-](F)(F)(F)(F)F. Product: [CH:19]1([C:17]([NH:16][C:14]2[N:15]=[C:10]3[CH:9]=[CH:8][C:7]([O:6][C:5]4[CH:22]=[CH:23][C:2]([NH:1][C:39]([C:34]5[C:33](=[O:42])[N:32]([C:29]6[CH:28]=[CH:27][C:26]([F:25])=[CH:31][CH:30]=6)[C:37]([CH3:38])=[CH:36][CH:35]=5)=[O:40])=[CH:3][C:4]=4[CH3:24])=[CH:12][N:11]3[CH:13]=2)=[O:18])[CH2:20][CH2:21]1. The catalyst class is: 9. (8) Reactant: [CH3:1][C:2]([CH3:5])([O-])[CH3:3].[K+].[Cl:7][C:8]1[CH:13]=[C:12]([NH2:14])[C:11]([I:15])=[CH:10][N:9]=1.BrCC(C)=C. Product: [Cl:7][C:8]1[CH:13]=[C:12]([NH:14][CH2:1][C:2]([CH3:5])=[CH2:3])[C:11]([I:15])=[CH:10][N:9]=1. The catalyst class is: 1. (9) Reactant: [CH2:1]([O:8][C:9]1[C:16]([CH2:17][CH3:18])=[CH:15][CH:14]=[CH:13][C:10]=1[CH:11]=O)[C:2]1[CH:7]=[CH:6][CH:5]=[CH:4][CH:3]=1.[CH3:19][S:20][CH2:21][S:22]([CH3:24])=[O:23].O1CCCC1.[OH-].C([N+](C)(C)C)C1C=CC=CC=1. Product: [CH3:24][S:22]([C:21]([S:20][CH3:19])=[CH:11][C:10]1[CH:13]=[CH:14][CH:15]=[C:16]([CH2:17][CH3:18])[C:9]=1[O:8][CH2:1][C:2]1[CH:7]=[CH:6][CH:5]=[CH:4][CH:3]=1)=[O:23]. The catalyst class is: 5. (10) Reactant: [Cl:1][C:2]1[CH:7]=[CH:6][N:5]=[C:4]([C:8](Cl)=[O:9])[CH:3]=1.[N:11]1([CH2:16][CH2:17][CH2:18][CH2:19][NH2:20])[CH2:15][CH2:14][CH2:13][CH2:12]1. Product: [N:11]1([CH2:16][CH2:17][CH2:18][CH2:19][NH:20][C:8]([C:4]2[CH:3]=[C:2]([Cl:1])[CH:7]=[CH:6][N:5]=2)=[O:9])[CH2:15][CH2:14][CH2:13][CH2:12]1. The catalyst class is: 49.